The task is: Predict the reactants needed to synthesize the given product.. This data is from Full USPTO retrosynthesis dataset with 1.9M reactions from patents (1976-2016). (1) Given the product [NH2:1][C:2]1[N:7]=[C:6]([C:8]2[O:9][C:10]([Cl:24])=[CH:11][CH:12]=2)[C:5]([C:13]#[N:14])=[C:4]([O:15][CH2:16][C:17]2[CH:22]=[CH:21][C:20]([CH3:23])=[CH:19][N:18]=2)[N:3]=1, predict the reactants needed to synthesize it. The reactants are: [NH2:1][C:2]1[N:7]=[C:6]([C:8]2[O:9][CH:10]=[CH:11][CH:12]=2)[C:5]([C:13]#[N:14])=[C:4]([O:15][CH2:16][C:17]2[CH:22]=[CH:21][C:20]([CH3:23])=[CH:19][N:18]=2)[N:3]=1.[Cl:24]N1C(=O)CCC1=O. (2) Given the product [CH3:1][O:2][C:3](=[O:33])[C:4]1[CH:9]=[CH:8][C:7]([CH2:10][N:11]2[CH:15]=[C:14]([C:16]3[CH:21]=[CH:20][C:19]([Cl:22])=[CH:18][C:17]=3[Cl:23])[N:13]=[C:12]2/[CH:24]=[CH:25]/[C:26]2[CH:31]=[CH:30][C:29]([C:41]3[CH:42]=[CH:43][C:38]([O:37][CH:34]([CH3:36])[CH3:35])=[CH:39][CH:40]=3)=[CH:28][CH:27]=2)=[CH:6][CH:5]=1, predict the reactants needed to synthesize it. The reactants are: [CH3:1][O:2][C:3](=[O:33])[C:4]1[CH:9]=[CH:8][C:7]([CH2:10][N:11]2[CH:15]=[C:14]([C:16]3[CH:21]=[CH:20][C:19]([Cl:22])=[CH:18][C:17]=3[Cl:23])[N:13]=[C:12]2/[CH:24]=[CH:25]/[C:26]2[CH:31]=[CH:30][C:29](Br)=[CH:28][CH:27]=2)=[CH:6][CH:5]=1.[CH:34]([O:37][C:38]1[CH:43]=[CH:42][C:41](B(O)O)=[CH:40][CH:39]=1)([CH3:36])[CH3:35]. (3) Given the product [Cl:1][C:2]1[CH:7]=[C:6]([NH2:8])[CH:5]=[C:4]([F:12])[C:3]=1[C:13]1[CH:18]=[CH:17][C:16]([S:19]([CH3:22])(=[O:21])=[O:20])=[CH:15][CH:14]=1, predict the reactants needed to synthesize it. The reactants are: [Cl:1][C:2]1[CH:7]=[C:6]([NH:8]C(=O)C)[CH:5]=[C:4]([F:12])[C:3]=1[C:13]1[CH:18]=[CH:17][C:16]([S:19]([CH3:22])(=[O:21])=[O:20])=[CH:15][CH:14]=1.Cl. (4) Given the product [Si:1]([O:8][CH3:9])([O:6][CH3:7])([O:4][CH3:5])[O:2][CH3:3].[CH2:10]([OH:12])[CH3:11], predict the reactants needed to synthesize it. The reactants are: [Si:1]([O:8][CH3:9])([O:6][CH3:7])([O:4][CH3:5])[O:2][CH3:3].[CH2:10]([OH:12])[CH3:11].